Dataset: Forward reaction prediction with 1.9M reactions from USPTO patents (1976-2016). Task: Predict the product of the given reaction. (1) The product is: [F:23][C:17]1[C:18]([F:22])=[CH:19][CH:20]=[CH:21][C:16]=1[C@H:13]1[CH2:12][N:11]([CH2:24][CH2:25][O:26][CH3:27])[C:10](=[O:28])[C@H:9]([NH:8][C:30]([N:57]2[CH2:58][CH2:59][CH:54]([N:46]3[C:47]4[C:48](=[N:49][CH:50]=[CH:51][CH:52]=4)[NH:53][C:45]3=[O:44])[CH2:55][CH2:56]2)=[O:31])[CH2:15][CH2:14]1. Given the reactants C(N(CC)CC)C.[NH2:8][C@@H:9]1[CH2:15][CH2:14][C@@H:13]([C:16]2[CH:21]=[CH:20][CH:19]=[C:18]([F:22])[C:17]=2[F:23])[CH2:12][N:11]([CH2:24][CH2:25][O:26][CH3:27])[C:10]1=[O:28].Cl[C:30](OC1C=CC([N+]([O-])=O)=CC=1)=[O:31].Cl.Cl.[O:44]=[C:45]1[NH:53][C:48]2=[N:49][CH:50]=[CH:51][CH:52]=[C:47]2[N:46]1[CH:54]1[CH2:59][CH2:58][NH:57][CH2:56][CH2:55]1, predict the reaction product. (2) Given the reactants [Cl:1][C:2]1[CH:10]=[CH:9][CH:8]=[C:7]2[C:3]=1[C:4]([C:18](=[O:23])[C:19]([F:22])([F:21])[F:20])=[CH:5][N:6]2[CH2:11][CH2:12][CH:13](OC)[O:14]C.Cl.C([O-])(O)=O.[Na+], predict the reaction product. The product is: [Cl:1][C:2]1[CH:10]=[CH:9][CH:8]=[C:7]2[C:3]=1[C:4]([C:18](=[O:23])[C:19]([F:21])([F:22])[F:20])=[CH:5][N:6]2[CH2:11][CH2:12][CH:13]=[O:14].